From a dataset of Catalyst prediction with 721,799 reactions and 888 catalyst types from USPTO. Predict which catalyst facilitates the given reaction. (1) Reactant: Br[CH:2]([CH3:6])[C:3](=O)[CH3:4].[C:7]([CH:10]1[CH2:15][CH2:14][N:13](C(OC(C)(C)C)=O)[CH2:12][CH2:11]1)(=[S:9])[NH2:8]. Product: [CH3:4][C:3]1[N:8]=[C:7]([CH:10]2[CH2:15][CH2:14][NH:13][CH2:12][CH2:11]2)[S:9][C:2]=1[CH3:6]. The catalyst class is: 8. (2) Product: [F:11][C:12]1[CH:17]=[CH:16][C:15]([CH2:18][O:19][C:20]2[CH:34]=[CH:33][C:32]([CH2:35][N:1]3[CH2:6][CH2:5][O:4][CH2:3][CH2:2]3)=[CH:31][C:21]=2[C:22]([NH:24][C:25]2[CH:26]=[N:27][CH:28]=[CH:29][CH:30]=2)=[O:23])=[CH:14][CH:13]=1. The catalyst class is: 417. Reactant: [NH:1]1[CH2:6][CH2:5][O:4][CH2:3][CH2:2]1.C(O)(=O)C.[F:11][C:12]1[CH:17]=[CH:16][C:15]([CH2:18][O:19][C:20]2[CH:34]=[CH:33][C:32]([CH:35]=O)=[CH:31][C:21]=2[C:22]([NH:24][C:25]2[CH:26]=[N:27][CH:28]=[CH:29][CH:30]=2)=[O:23])=[CH:14][CH:13]=1.C(O[BH-](OC(=O)C)OC(=O)C)(=O)C.[Na+].C(=O)([O-])O.[Na+]. (3) Product: [F:1][C:2]1[CH:3]=[C:4]([CH2:10][CH2:11][C:12]([O:14][CH2:15][CH3:16])=[O:13])[CH:5]=[C:6]([OH:9])[C:7]=1[F:8]. The catalyst class is: 8. Reactant: [F:1][C:2]1[CH:3]=[C:4](/[CH:10]=[CH:11]/[C:12]([O:14][CH2:15][CH3:16])=[O:13])[CH:5]=[C:6]([OH:9])[C:7]=1[F:8]. (4) Reactant: [F:1][C:2]1[CH:3]=[C:4]2[C:9](=[C:10]([C:12](O)=[O:13])[CH:11]=1)[NH:8][CH:7]([C:15]1[CH:20]=[CH:19][CH:18]=[C:17]([N:21]3[CH2:26][CH2:25][N:24]([C:27]4[CH:32]=[CH:31][CH:30]=[CH:29][C:28]=4[CH3:33])[CH2:23][CH2:22]3)[CH:16]=1)[CH2:6][C:5]2([CH3:35])[CH3:34].[CH:36]1([S:39]([NH2:42])(=[O:41])=[O:40])[CH2:38][CH2:37]1. Product: [F:1][C:2]1[CH:3]=[C:4]2[C:9](=[C:10]([C:12]([NH:42][S:39]([CH:36]3[CH2:38][CH2:37]3)(=[O:41])=[O:40])=[O:13])[CH:11]=1)[NH:8][CH:7]([C:15]1[CH:20]=[CH:19][CH:18]=[C:17]([N:21]3[CH2:26][CH2:25][N:24]([C:27]4[CH:32]=[CH:31][CH:30]=[CH:29][C:28]=4[CH3:33])[CH2:23][CH2:22]3)[CH:16]=1)[CH2:6][C:5]2([CH3:35])[CH3:34]. The catalyst class is: 119. (5) Reactant: [CH3:1][C:2]1[CH:9]=[CH:8][CH:7]=[C:6]([CH3:10])[C:3]=1[CH2:4][OH:5].N(C(OC(C)C)=O)=NC(OC(C)C)=O.O[C:26]1[CH:27]=[C:28]([C:32]2([C:35]#[N:36])[CH2:34][CH2:33]2)[CH:29]=[CH:30][CH:31]=1.C1(P(C2C=CC=CC=2)C2C=CC=CC=2)C=CC=CC=1. Product: [CH3:1][C:2]1[CH:9]=[CH:8][CH:7]=[C:6]([CH3:10])[C:3]=1[CH2:4][O:5][C:26]1[CH:27]=[C:28]([C:32]2([C:35]#[N:36])[CH2:33][CH2:34]2)[CH:29]=[CH:30][CH:31]=1. The catalyst class is: 116.